This data is from Catalyst prediction with 721,799 reactions and 888 catalyst types from USPTO. The task is: Predict which catalyst facilitates the given reaction. (1) Reactant: C(OC([N:8]1[CH2:14][CH2:13][CH2:12][N:11]([S:15]([C:18]2[C:19]3[C:20]([Cl:28])=[CH:21][N:22]=[CH:23][C:24]=3[CH:25]=[CH:26][CH:27]=2)(=[O:17])=[O:16])[C@@H:10]([CH3:29])[CH2:9]1)=O)(C)(C)C.O1CCOCC1.[ClH:36]. Product: [ClH:28].[ClH:36].[Cl:28][C:20]1[C:19]2[C:18]([S:15]([N:11]3[CH2:12][CH2:13][CH2:14][NH:8][CH2:9][C@@H:10]3[CH3:29])(=[O:16])=[O:17])=[CH:27][CH:26]=[CH:25][C:24]=2[CH:23]=[N:22][CH:21]=1. The catalyst class is: 22. (2) Product: [F:21][C:22]([F:35])([F:34])[S:23]([O:1][C:2]1[CH:3]=[CH:4][C:5]2[CH2:6][CH2:7][C:8](=[O:12])[CH2:9][C:10]=2[CH:11]=1)(=[O:25])=[O:24]. The catalyst class is: 2. Reactant: [OH:1][C:2]1[CH:11]=[C:10]2[C:5]([CH2:6][CH2:7][C:8](=[O:12])[CH2:9]2)=[CH:4][CH:3]=1.N1C(C)=CC=CC=1C.[F:21][C:22]([F:35])([F:34])[S:23](O[S:23]([C:22]([F:35])([F:34])[F:21])(=[O:25])=[O:24])(=[O:25])=[O:24]. (3) Reactant: [N+:1]([O-:4])(O)=[O:2].[F:5][C:6]1[CH:14]=[CH:13][CH:12]=[C:11]2[C:7]=1[CH2:8][CH2:9][N:10]2[C:15](=[O:17])[CH3:16].C(=O)(O)[O-].[Na+]. Product: [F:5][C:6]1[C:14]([N+:1]([O-:4])=[O:2])=[CH:13][CH:12]=[C:11]2[C:7]=1[CH2:8][CH2:9][N:10]2[C:15](=[O:17])[CH3:16]. The catalyst class is: 65. (4) Reactant: [CH2:1]([O:8][C:9]1[CH:14]=[CH:13][CH:12]=[CH:11][C:10]=1Br)[C:2]1[CH:7]=[CH:6][CH:5]=[CH:4][CH:3]=1.CCCCCC.C([Li])CCC.[F:27][C:28]([F:38])=[CH:29][C:30]1[CH:37]=[CH:36][C:33]([CH:34]=[O:35])=[CH:32][CH:31]=1.[Cl-].[NH4+]. Product: [CH2:1]([O:8][C:9]1[CH:14]=[CH:13][CH:12]=[CH:11][C:10]=1[CH:34]([C:33]1[CH:32]=[CH:31][C:30]([CH:29]=[C:28]([F:27])[F:38])=[CH:37][CH:36]=1)[OH:35])[C:2]1[CH:7]=[CH:6][CH:5]=[CH:4][CH:3]=1. The catalyst class is: 20. (5) Reactant: [NH2:1][C:2]1[C:7](I)=[CH:6][CH:5]=[CH:4][N:3]=1.[Cl:9][C:10]1[C:11]([Sn](C)(C)C)=[CH:12][C:13]([C:16]2[CH:17]=[N:18][CH:19]=[CH:20][CH:21]=2)=[N:14][CH:15]=1.O1CCOCC1.C(=O)([O-])O.[Na+]. Product: [Cl:9][C:10]1[C:11]([C:7]2[C:2]([NH2:1])=[N:3][CH:4]=[CH:5][CH:6]=2)=[CH:12][C:13]([C:16]2[CH:17]=[N:18][CH:19]=[CH:20][CH:21]=2)=[N:14][CH:15]=1. The catalyst class is: 535. (6) Reactant: C(OC(=O)[NH:7][CH2:8][CH:9]([S:17][CH2:18][C:19]1[CH:24]=[CH:23][CH:22]=[CH:21][CH:20]=1)[CH2:10][N:11]1[CH2:16][CH2:15][S:14][CH2:13][CH2:12]1)CCC.C(OCC)(=O)C.C(OCC)(=O)C.Cl. Product: [CH2:18]([S:17][CH:9]([CH2:10][N:11]1[CH2:12][CH2:13][S:14][CH2:15][CH2:16]1)[CH2:8][NH2:7])[C:19]1[CH:24]=[CH:23][CH:22]=[CH:21][CH:20]=1. The catalyst class is: 5. (7) Reactant: [NH2:1][C:2]1[N:7]=[CH:6][C:5]([C:8]2[C:9]3[CH2:18][CH2:17][N:16]([C@@:19]4([CH3:31])[CH2:23][CH2:22][N:21]([C:24]([O:26][C:27]([CH3:30])([CH3:29])[CH3:28])=[O:25])[CH2:20]4)[C:10]=3[N:11]=[C:12]([S:14][CH3:15])[N:13]=2)=[CH:4][N:3]=1.ClC1C=C(C=CC=1)C(OO)=[O:37]. Product: [NH2:1][C:2]1[N:7]=[CH:6][C:5]([C:8]2[C:9]3[CH2:18][CH2:17][N:16]([C@@:19]4([CH3:31])[CH2:23][CH2:22][N:21]([C:24]([O:26][C:27]([CH3:30])([CH3:29])[CH3:28])=[O:25])[CH2:20]4)[C:10]=3[N:11]=[C:12]([S:14]([CH3:15])=[O:37])[N:13]=2)=[CH:4][N:3]=1. The catalyst class is: 583. (8) Reactant: [NH2:1][C:2]1[CH:7]=[CH:6][C:5]([C:8]2[C:9]3[CH:23]=[CH:22][C:21]4[C:16](=[CH:17][CH:18]=[CH:19][CH:20]=4)[C:10]=3[NH:11][C:12](=[O:15])[CH2:13][N:14]=2)=[CH:4][CH:3]=1.[N:24]1[CH:29]=[CH:28][CH:27]=[CH:26][C:25]=1[CH2:30][CH2:31][C:32](O)=[O:33].Cl.CN(C)CCCN=C=NCC.C(=O)([O-])O.[Na+]. Product: [O:15]=[C:12]1[NH:11][C:10]2[C:16]3[C:21]([CH:22]=[CH:23][C:9]=2[C:8]([C:5]2[CH:4]=[CH:3][C:2]([NH:1][C:32](=[O:33])[CH2:31][CH2:30][C:25]4[CH:26]=[CH:27][CH:28]=[CH:29][N:24]=4)=[CH:7][CH:6]=2)=[N:14][CH2:13]1)=[CH:20][CH:19]=[CH:18][CH:17]=3. The catalyst class is: 3. (9) Reactant: Br[C:2]1[C:10]2[C:5](=[C:6]([C:11]([O:13]CC)=[O:12])[CH:7]=[CH:8][CH:9]=2)[NH:4][CH:3]=1.[C:16]([Cu])#[N:17]. Product: [C:16]([C:2]1[C:10]2[C:5](=[C:6]([C:11]([OH:13])=[O:12])[CH:7]=[CH:8][CH:9]=2)[NH:4][CH:3]=1)#[N:17]. The catalyst class is: 37.